Predict which catalyst facilitates the given reaction. From a dataset of Catalyst prediction with 721,799 reactions and 888 catalyst types from USPTO. (1) The catalyst class is: 4. Product: [C:5]([N:8]1[CH2:9][CH2:10][CH:11]([C:14]([C:25]2[CH:26]=[CH:27][C:22]3[CH2:21][CH2:20][N:19]([C:28](=[O:33])[C:29]([F:31])([F:30])[F:32])[CH2:18][CH2:17][C:23]=3[CH:24]=2)=[O:16])[CH2:12][CH2:13]1)(=[O:7])[CH3:6]. Reactant: S(Cl)(Cl)=O.[C:5]([N:8]1[CH2:13][CH2:12][CH:11]([C:14]([OH:16])=O)[CH2:10][CH2:9]1)(=[O:7])[CH3:6].[CH2:17]1[C:23]2[CH:24]=[CH:25][CH:26]=[CH:27][C:22]=2[CH2:21][CH2:20][N:19]([C:28](=[O:33])[C:29]([F:32])([F:31])[F:30])[CH2:18]1.[Cl-].[Cl-].[Cl-].[Al+3]. (2) Reactant: [C:1]1([C:7]2[N:12]=[C:11]([C:13]3[CH:18]=[CH:17][CH:16]=[CH:15][CH:14]=3)[N:10]=[C:9]([C:19]3[CH:20]=[CH:21][CH:22]=[C:23]4[C:31]=3[NH:30][C:29]3[C:28]([C:32]5[CH:44]=[CH:43][C:42]6[C:41]7[C:36](=[CH:37][CH:38]=[C:39]([C:45]8[CH:50]=[CH:49][CH:48]=[CH:47][CH:46]=8)[CH:40]=7)[N:35]([C:51]7[CH:56]=[CH:55][CH:54]=[CH:53][CH:52]=7)[C:34]=6[CH:33]=5)=[CH:27][CH:26]=[CH:25][C:24]4=3)[N:8]=2)[CH:6]=[CH:5][CH:4]=[CH:3][CH:2]=1.Br[C:58]1[CH:63]=[CH:62][CH:61]=[CH:60][CH:59]=1.C(P(C(C)(C)C)C(C)(C)C)(C)(C)C.CC([O-])(C)C.[Na+]. Product: [C:1]1([C:7]2[N:12]=[C:11]([C:13]3[CH:18]=[CH:17][CH:16]=[CH:15][CH:14]=3)[N:10]=[C:9]([C:19]3[CH:20]=[CH:21][CH:22]=[C:23]4[C:31]=3[N:30]([C:58]3[CH:63]=[CH:62][CH:61]=[CH:60][CH:59]=3)[C:29]3[C:28]([C:32]5[CH:44]=[CH:43][C:42]6[C:41]7[C:36](=[CH:37][CH:38]=[C:39]([C:45]8[CH:46]=[CH:47][CH:48]=[CH:49][CH:50]=8)[CH:40]=7)[N:35]([C:51]7[CH:52]=[CH:53][CH:54]=[CH:55][CH:56]=7)[C:34]=6[CH:33]=5)=[CH:27][CH:26]=[CH:25][C:24]4=3)[N:8]=2)[CH:2]=[CH:3][CH:4]=[CH:5][CH:6]=1. The catalyst class is: 222. (3) Reactant: [CH2:1]([O:3][C:4](=[O:27])[CH:5]=[CH:6][C:7]1[CH:12]=[CH:11][C:10]([N:13]2[CH2:18][CH2:17][CH:16]([NH:19][C:20]([O:22][C:23]([CH3:26])([CH3:25])[CH3:24])=[O:21])[CH2:15][CH2:14]2)=[CH:9][CH:8]=1)[CH3:2].[H][H]. Product: [CH2:1]([O:3][C:4](=[O:27])[CH2:5][CH2:6][C:7]1[CH:8]=[CH:9][C:10]([N:13]2[CH2:14][CH2:15][CH:16]([NH:19][C:20]([O:22][C:23]([CH3:26])([CH3:25])[CH3:24])=[O:21])[CH2:17][CH2:18]2)=[CH:11][CH:12]=1)[CH3:2]. The catalyst class is: 29. (4) Reactant: [CH3:1][C@H:2]1[N:7]([CH2:8][C:9]2[N:13]([C:14]3[CH:19]=[CH:18][C:17]([C:20]([F:23])([F:22])[F:21])=[CH:16][CH:15]=3)[N:12]=[N:11][N:10]=2)[CH2:6][CH2:5][NH:4][C:3]1=[O:24].I[CH2:26][CH3:27].[H-].[Na+]. Product: [CH2:26]([N:4]1[CH2:5][CH2:6][N:7]([CH2:8][C:9]2[N:13]([C:14]3[CH:15]=[CH:16][C:17]([C:20]([F:23])([F:22])[F:21])=[CH:18][CH:19]=3)[N:12]=[N:11][N:10]=2)[C@H:2]([CH3:1])[C:3]1=[O:24])[CH3:27]. The catalyst class is: 9.